Dataset: Catalyst prediction with 721,799 reactions and 888 catalyst types from USPTO. Task: Predict which catalyst facilitates the given reaction. (1) Reactant: C(O)(=O)C.[NH2:5][CH2:6][C@@H:7]([C:9]1[CH:10]=[CH:11][C:12]([OH:20])=[C:13]([NH:15][S:16]([CH3:19])(=[O:18])=[O:17])[CH:14]=1)[OH:8].[O:21]=[C:22]1[N:26]([CH2:27][C:28]([O:30][CH2:31][CH3:32])=[O:29])[C:25](=[O:33])[CH:24]([CH2:34][C:35]2[CH:40]=[CH:39][C:38]([N:41]3[CH2:46][CH2:45][C:44](=O)[CH2:43][CH2:42]3)=[CH:37][CH:36]=2)[S:23]1.C(O[BH-](OC(=O)C)OC(=O)C)(=O)C.[Na+]. Product: [CH2:31]([O:30][C:28](=[O:29])[CH2:27][N:26]1[C:25](=[O:33])[CH:24]([CH2:34][C:35]2[CH:40]=[CH:39][C:38]([N:41]3[CH2:42][CH2:43][CH:44]([NH:5][CH2:6][C@H:7]([OH:8])[C:9]4[CH:10]=[CH:11][C:12]([OH:20])=[C:13]([NH:15][S:16]([CH3:19])(=[O:18])=[O:17])[CH:14]=4)[CH2:45][CH2:46]3)=[CH:37][CH:36]=2)[S:23][C:22]1=[O:21])[CH3:32]. The catalyst class is: 3. (2) Reactant: [CH3:1][C:2]1[NH:3][C:4](=[O:26])[C:5]([CH2:11][C:12]2[CH:17]=[CH:16][C:15]([C:18]3[C:19]([C:24]#[N:25])=[CH:20][CH:21]=[CH:22][CH:23]=3)=[CH:14][CH:13]=2)=[C:6]([CH2:8][CH2:9][CH3:10])[N:7]=1.[CH2:27]([O:29][C:30]1[CH:35]=[CH:34][C:33](B(O)O)=[CH:32][CH:31]=1)[CH3:28].C(N(CC)CC)C.N1C=CC=CC=1. Product: [CH2:27]([O:29][C:30]1[CH:35]=[CH:34][C:33]([N:3]2[C:4](=[O:26])[C:5]([CH2:11][C:12]3[CH:17]=[CH:16][C:15]([C:18]4[C:19]([C:24]#[N:25])=[CH:20][CH:21]=[CH:22][CH:23]=4)=[CH:14][CH:13]=3)=[C:6]([CH2:8][CH2:9][CH3:10])[N:7]=[C:2]2[CH3:1])=[CH:32][CH:31]=1)[CH3:28]. The catalyst class is: 297.